This data is from Catalyst prediction with 721,799 reactions and 888 catalyst types from USPTO. The task is: Predict which catalyst facilitates the given reaction. (1) Reactant: I[C:2]1[CH:3]=[C:4]([C:10]2[CH:19]=[CH:18][C:13]([C:14]([O:16][CH3:17])=[O:15])=[CH:12][C:11]=2[CH3:20])[CH:5]=[CH:6][C:7]=1[O:8][CH3:9].C([Mg]Cl)(C)C.[B:26](OC)([O:29]C)[O:27]C. Product: [CH3:9][O:8][C:7]1[CH:6]=[CH:5][C:4]([C:10]2[CH:19]=[CH:18][C:13]([C:14]([O:16][CH3:17])=[O:15])=[CH:12][C:11]=2[CH3:20])=[CH:3][C:2]=1[B:26]([OH:29])[OH:27]. The catalyst class is: 7. (2) Reactant: [S:1]([CH2:4][C:5]1[CH:6]=[C:7]([CH:10]=[CH:11][CH:12]=1)[CH:8]=O)[C:2]#[N:3].[CH:13]1[CH:18]=[CH:17][C:16]([CH:19]([C:25]2[NH:29][CH:28]=[CH:27][CH:26]=2)[C:20]2[NH:24][CH:23]=[CH:22][CH:21]=2)=[CH:15][CH:14]=1.[NH4+:30].[Cl-].O([CH2:35][CH3:36])CC.C([C:39]1[C:45](=O)[C:44](Cl)=[C:43](Cl)[C:41](=O)[C:40]=1[C:49]#N)#N. Product: [C:40]1([C:49]2[C:23]3[CH:22]=[CH:21][C:20]([N:24]=3)=[C:8]([C:7]3[CH:10]=[CH:11][CH:12]=[C:5]([CH2:4][S:1][C:2]#[N:3])[CH:6]=3)[C:28]3[NH:29][C:25]([C:19]([C:16]4[CH:17]=[CH:18][CH:13]=[CH:14][CH:15]=4)=[C:20]4[N:24]=[C:23]([C:15]([C:36]5[CH:35]=[CH:16][CH:19]=[CH:25][CH:26]=5)=[C:14]5[NH:30][C:17]=2[CH:18]=[CH:13]5)[CH:22]=[CH:21]4)=[CH:26][CH:27]=3)[CH:39]=[CH:45][CH:44]=[CH:43][CH:41]=1. The catalyst class is: 10. (3) Reactant: [NH:1]1[CH:5]=[CH:4][C:3]([C:6]2[CH:7]=[N:8][NH:9][C:10]=2[NH2:11])=[N:2]1.[CH2:12]([N:14]1[C:22]2[C:17](=[CH:18][C:19]([C:23](=O)[CH2:24][C:25](OCC)=[O:26])=[CH:20][CH:21]=2)[CH:16]=[N:15]1)[CH3:13].CC1C=CC(S(O)(=O)=O)=CC=1. The catalyst class is: 114. Product: [CH2:12]([N:14]1[C:22]2[C:17](=[CH:18][C:19]([C:23]3[NH:11][C:10]4[N:9]([N:8]=[CH:7][C:6]=4[C:3]4[CH:4]=[CH:5][NH:1][N:2]=4)[C:25](=[O:26])[CH:24]=3)=[CH:20][CH:21]=2)[CH:16]=[N:15]1)[CH3:13]. (4) Reactant: [Br:1][C:2]1[CH:13]=[CH:12][C:5]([C:6](N(OC)C)=[O:7])=[CH:4][C:3]=1[Cl:14].[CH3:15][Mg]Br.O1CCCC1.Cl.C(OCC)(=O)C. The catalyst class is: 7. Product: [Br:1][C:2]1[CH:13]=[CH:12][C:5]([C:6](=[O:7])[CH3:15])=[CH:4][C:3]=1[Cl:14]. (5) Reactant: [CH2:1]([O:3][C:4]([N:6]1[C:14]2[C:9](=[CH:10][C:11]([C:15]3[N:16]=[C:17]([C:21]4[CH:26]=[CH:25][CH:24]=[CH:23][N:22]=4)[S:18][C:19]=3[CH3:20])=[CH:12][CH:13]=2)[CH:8]=[C:7]1[O:27]C(OCC)=O)=[O:5])[CH3:2].O. Product: [CH2:1]([O:3][C:4]([N:6]1[C:14]2[C:9](=[CH:10][C:11]([C:15]3[N:16]=[C:17]([C:21]4[CH:26]=[CH:25][CH:24]=[CH:23][N:22]=4)[S:18][C:19]=3[CH3:20])=[CH:12][CH:13]=2)[CH2:8][C:7]1=[O:27])=[O:5])[CH3:2]. The catalyst class is: 3. (6) Reactant: F[C:2]1[N:7]2[CH:8]=[C:9]([CH2:11][N:12]([CH3:23])[CH:13]3[C:18]4=[N:19][CH:20]=[CH:21][CH:22]=[C:17]4[O:16][CH2:15][CH2:14]3)[N:10]=[C:6]2[CH:5]=[CH:4][CH:3]=1.C([N:31]1[CH2:36][CH2:35][NH:34][CH2:33][CH2:32]1)(OC(C)(C)C)=O.CN1CCCC1=O.ClCCl. Product: [CH3:23][N:12]([CH2:11][C:9]1[N:10]=[C:6]2[CH:5]=[CH:4][CH:3]=[C:2]([N:31]3[CH2:36][CH2:35][NH:34][CH2:33][CH2:32]3)[N:7]2[CH:8]=1)[CH:13]1[C:18]2=[N:19][CH:20]=[CH:21][CH:22]=[C:17]2[O:16][CH2:15][CH2:14]1. The catalyst class is: 55. (7) Reactant: [C:1](Cl)(=[O:6])[CH2:2][CH2:3][CH2:4][CH3:5].[NH2:8][C:9]1[CH:10]=[N:11][C:12]2[C:17]([C:18]=1[OH:19])=[N:16][CH:15]=[CH:14][CH:13]=2.C(N(CC)CC)C. Product: [OH:19][C:18]1[C:17]2[C:12](=[CH:13][CH:14]=[CH:15][N:16]=2)[N:11]=[CH:10][C:9]=1[NH:8][C:1](=[O:6])[CH2:2][CH2:3][CH2:4][CH3:5]. The catalyst class is: 4. (8) Reactant: [CH3:1][C:2]1[CH:3]=[CH:4][C:5](/[N:17]=[CH:18]/[C:19]2[CH:24]=[C:23]([O:25][CH3:26])[C:22]([O:27][CH3:28])=[C:21]([O:29][CH3:30])[CH:20]=2)=[C:6]([NH:8][C:9](=[O:16])[C:10]2[CH:15]=[CH:14][CH:13]=[CH:12][CH:11]=2)[CH:7]=1.[BH4-].[Na+]. Product: [CH3:1][C:2]1[CH:3]=[CH:4][C:5]([NH:17][CH2:18][C:19]2[CH:24]=[C:23]([O:25][CH3:26])[C:22]([O:27][CH3:28])=[C:21]([O:29][CH3:30])[CH:20]=2)=[C:6]([NH:8][C:9](=[O:16])[C:10]2[CH:11]=[CH:12][CH:13]=[CH:14][CH:15]=2)[CH:7]=1. The catalyst class is: 5. (9) Product: [Br:10][C:11]1[CH:12]=[C:13]2[C:18]([NH:19][C@@H:20]3[CH2:24][N:23]([C:25]([O:27][CH2:28][C:29]4[CH:34]=[CH:33][CH:32]=[CH:31][CH:30]=4)=[O:26])[CH2:22][C@@:21]3([F:7])[CH3:35])=[C:17]([C:37]#[N:38])[CH:16]=[N:15][N:14]2[CH:39]=1. Reactant: CCN(S(F)(F)[F:7])CC.[Br:10][C:11]1[CH:12]=[C:13]2[C:18]([NH:19][C@@H:20]3[CH2:24][N:23]([C:25]([O:27][CH2:28][C:29]4[CH:34]=[CH:33][CH:32]=[CH:31][CH:30]=4)=[O:26])[CH2:22][C@:21]3(O)[CH3:35])=[C:17]([C:37]#[N:38])[CH:16]=[N:15][N:14]2[CH:39]=1. The catalyst class is: 4. (10) Reactant: [CH:1]([C:3]1[CH:4]=[C:5]([CH:49]=[CH:50][CH:51]=1)[CH2:6][O:7][C:8]([C@@H:10]1[CH2:15][CH2:14][CH2:13][N:12]([C:16](=[O:48])[C@@H:17]([NH:33][C:34](=[O:47])[C@@H:35]([NH:39]C(OC(C)(C)C)=O)[CH:36]([CH3:38])[CH3:37])[CH2:18][C:19]2[CH:24]=[CH:23][CH:22]=[C:21]([O:25][Si:26]([C:29]([CH3:32])([CH3:31])[CH3:30])([CH3:28])[CH3:27])[CH:20]=2)[NH:11]1)=[O:9])=[CH2:2].CCN(C(C)C)C(C)C. The catalyst class is: 4. Product: [CH:1]([C:3]1[CH:4]=[C:5]([CH:49]=[CH:50][CH:51]=1)[CH2:6][O:7][C:8]([C@@H:10]1[CH2:15][CH2:14][CH2:13][N:12]([C:16](=[O:48])[C@@H:17]([NH:33][C:34](=[O:47])[C@@H:35]([NH2:39])[CH:36]([CH3:38])[CH3:37])[CH2:18][C:19]2[CH:24]=[CH:23][CH:22]=[C:21]([O:25][Si:26]([C:29]([CH3:30])([CH3:31])[CH3:32])([CH3:28])[CH3:27])[CH:20]=2)[NH:11]1)=[O:9])=[CH2:2].